From a dataset of Catalyst prediction with 721,799 reactions and 888 catalyst types from USPTO. Predict which catalyst facilitates the given reaction. (1) Reactant: [CH3:1][C:2]1[N:3]=[CH:4][N:5]([CH2:7][O:8][CH2:9][CH2:10][Si:11]([CH3:14])([CH3:13])[CH3:12])[CH:6]=1.[Li]CCCC.[O:20]1[CH2:23][C:22](=[O:24])[CH2:21]1. Product: [CH3:1][C:2]1[N:3]=[C:4]([C:22]2([OH:24])[CH2:23][O:20][CH2:21]2)[N:5]([CH2:7][O:8][CH2:9][CH2:10][Si:11]([CH3:13])([CH3:12])[CH3:14])[CH:6]=1. The catalyst class is: 7. (2) Reactant: Cl.[NH:2]1[CH2:7][CH2:6][CH:5]([CH2:8][O:9][C:10]2[C:11]([NH2:16])=[N:12][CH:13]=[CH:14][CH:15]=2)[CH2:4][CH2:3]1.[C:17]12([NH:22][C:23]([C:25]3[CH:30]=[C:29](Cl)[N:28]=[C:27]([O:32][CH2:33][C@H:34]4[CH2:36][C@H:35]4[C:37]#[N:38])[N:26]=3)=[O:24])[CH2:21][CH:19]([CH2:20]1)[CH2:18]2.C(Cl)Cl.CO. Product: [NH2:16][C:11]1[C:10]([O:9][CH2:8][CH:5]2[CH2:6][CH2:7][N:2]([C:29]3[N:28]=[C:27]([O:32][CH2:33][C@H:34]4[CH2:36][C@H:35]4[C:37]#[N:38])[N:26]=[C:25]([C:23]([NH:22][C:17]45[CH2:21][CH:19]([CH2:18]4)[CH2:20]5)=[O:24])[CH:30]=3)[CH2:3][CH2:4]2)=[CH:15][CH:14]=[CH:13][N:12]=1. The catalyst class is: 1. (3) Reactant: CC1C=CC(S(O[CH2:12][CH:13]2[CH2:22][CH2:21][C:20]3[C:15](=[CH:16][C:17]([S:23]([CH3:26])(=[O:25])=[O:24])=[CH:18][CH:19]=3)[O:14]2)(=O)=O)=CC=1.[CH3:27][CH:28]([NH2:30])[CH3:29]. Product: [CH3:26][S:23]([C:17]1[CH:16]=[C:15]2[C:20]([CH2:21][CH2:22][CH:13]([CH2:12][NH:30][CH:28]([CH3:29])[CH3:27])[O:14]2)=[CH:19][CH:18]=1)(=[O:24])=[O:25]. The catalyst class is: 10. (4) Reactant: [NH2:1][C:2]1[CH:7]=[CH:6][N:5]=[C:4](Cl)[N:3]=1.[NH2:9][C:10]1[CH:11]=[CH:12][C:13]([Cl:17])=[C:14]([OH:16])[CH:15]=1. Product: [NH2:1][C:2]1[CH:7]=[CH:6][N:5]=[C:4]([NH:9][C:10]2[CH:11]=[CH:12][C:13]([Cl:17])=[C:14]([OH:16])[CH:15]=2)[N:3]=1. The catalyst class is: 14. (5) The catalyst class is: 98. Product: [C:41]([C@@H:39]([C@H:37]([C:36]([OH:45])=[O:44])[OH:38])[OH:40])([OH:43])=[O:42].[CH3:30][C:49]([OH:48])([CH3:50])[CH2:20][CH2:19][N:9]([CH2:8][C:5]1[CH:6]=[CH:7][C:2]([F:1])=[CH:3][C:4]=1[C:25]([F:27])([F:26])[F:28])[CH:10]1[CH2:11][CH2:12][NH:13][CH2:14][CH2:15]1. Reactant: [F:1][C:2]1[CH:7]=[CH:6][C:5]([CH2:8][N:9]([CH2:19][C:20](O)(C)CC)[CH:10]2[CH2:15][CH2:14][N:13](C([O-])=O)[CH2:12][CH2:11]2)=[C:4]([C:25]([F:28])([F:27])[F:26])[CH:3]=1.F[C:30](F)(F)C(O)=O.[C:36]([OH:45])(=[O:44])[C@@H:37]([C@H:39]([C:41]([OH:43])=[O:42])[OH:40])[OH:38].C([O:48][CH2:49][CH3:50])C. (6) Reactant: [C:1]([C:4]1[C:22](=[O:23])[C@@:8]2([CH3:24])[C:9]3[C:15]([OH:16])=[CH:14][C:13]([O:17][CH3:18])=[C:12]([C:19]([NH2:21])=[O:20])[C:10]=3[O:11][C:7]2=[CH:6][C:5]=1[OH:25])(=[O:3])[CH3:2].[F:26][C:27]1[CH:36]=[C:35]([F:37])[CH:34]=[C:33]2[C:28]=1[CH:29]=[CH:30][C:31]([CH3:40])=[C:32]2[CH:38]=O.C([SiH](CC)CC)C.FC(F)(F)C(O)=O. Product: [C:1]([C:4]1[C:22](=[O:23])[C@@:8]2([CH3:24])[C:9]3[C:15]([OH:16])=[CH:14][C:13]([O:17][CH3:18])=[C:12]([C:19]([NH:21][CH2:38][C:32]4[C:33]5[C:28](=[C:27]([F:26])[CH:36]=[C:35]([F:37])[CH:34]=5)[CH:29]=[CH:30][C:31]=4[CH3:40])=[O:20])[C:10]=3[O:11][C:7]2=[CH:6][C:5]=1[OH:25])(=[O:3])[CH3:2]. The catalyst class is: 10.